The task is: Predict which catalyst facilitates the given reaction.. This data is from Catalyst prediction with 721,799 reactions and 888 catalyst types from USPTO. (1) Reactant: [F:1][C:2]([F:18])([F:17])[CH2:3][O:4][CH2:5][CH2:6][O:7][C:8]1[N:13]=[CH:12][C:11]([C:14]([OH:16])=O)=[CH:10][CH:9]=1.C(N1C=CN=C1)(N1C=CN=C1)=O.[NH2:31][C:32]1[N:37]=[C:36]([N:38]([CH3:45])[C:39]2[CH:44]=[CH:43][CH:42]=[CH:41][CH:40]=2)[N:35]=[C:34]([C:46](=[NH:49])[NH:47]O)[N:33]=1.NC1N=C(N(C)C2C=CC=C(C)C=2)N=C(C(NO)=N)N=1. Product: [CH3:45][N:38]([C:39]1[CH:44]=[CH:43][CH:42]=[CH:41][CH:40]=1)[C:36]1[N:37]=[C:32]([NH2:31])[N:33]=[C:34]([C:46]2[N:47]=[C:14]([C:11]3[CH:12]=[N:13][C:8]([O:7][CH2:6][CH2:5][O:4][CH2:3][C:2]([F:1])([F:18])[F:17])=[CH:9][CH:10]=3)[O:16][N:49]=2)[N:35]=1. The catalyst class is: 17. (2) Reactant: C(OC([N:8]1[C:12]2=[N:13][CH:14]=[C:15](Br)[CH:16]=[C:11]2[C:10]([CH:18]([C:20]2[C:25]([Cl:26])=[CH:24][CH:23]=[C:22]([F:27])[C:21]=2[OH:28])[CH3:19])=[CH:9]1)=O)(C)(C)C.[Si]([O:36][C@H:37]1[CH2:42][CH2:41][C@H:40]([N:43]2[C:47]([CH3:48])=[C:46](B3OC(C)(C)C(C)(C)O3)[CH:45]=[N:44]2)[CH2:39][CH2:38]1)(C(C)(C)C)(C)C.C(=O)([O-])[O-].[K+].[K+].O.Cl. Product: [Cl:26][C:25]1[C:20]([CH:18]([C:10]2[C:11]3[C:12](=[N:13][CH:14]=[C:15]([C:46]4[CH:45]=[N:44][N:43]([C@H:40]5[CH2:41][CH2:42][C@H:37]([OH:36])[CH2:38][CH2:39]5)[C:47]=4[CH3:48])[CH:16]=3)[NH:8][CH:9]=2)[CH3:19])=[C:21]([OH:28])[C:22]([F:27])=[CH:23][CH:24]=1. The catalyst class is: 203.